This data is from Reaction yield outcomes from USPTO patents with 853,638 reactions. The task is: Predict the reaction yield, written as a fraction of the theoretical maximum amount of product (1.0 means a 100% yield; for example, 0.34 means a 34% yield). (1) The reactants are [Br:1][C:2]1[CH:10]=[CH:9][CH:8]=[C:7]2[C:3]=1[CH:4]([C:12]1[C:17]([OH:18])=[CH:16][CH:15]=[C:14]([O:19][CH3:20])[N:13]=1)[C:5](=[O:11])[NH:6]2.[CH2:21]=[O:22].[OH-].[Na+].[O:25]1[CH2:29]CCC1. The catalyst is O. The product is [Br:1][C:2]1[CH:10]=[CH:9][CH:8]=[C:7]2[C:3]=1[C:4]([C:12]1[C:17]([OH:18])=[CH:16][CH:15]=[C:14]([O:19][CH3:20])[N:13]=1)([CH2:29][OH:25])[C:5](=[O:11])[N:6]2[CH2:21][OH:22]. The yield is 0.810. (2) The reactants are [CH3:1][O:2][C:3]1[C:4]([OH:22])=[CH:5][C:6]2[CH2:7][CH2:8][C@@H:9]3[C@@H:18]([C:19]=2[CH:20]=1)[CH2:17][CH2:16][C@@:14]1([CH3:15])[C@H:10]3[CH2:11][CH2:12][C@@H:13]1O.C(N(S(F)(F)[F:29])CC)C. The catalyst is ClCCl. The product is [F:29][C@@H:13]1[CH2:12][CH2:11][C@H:10]2[C@H:9]3[C@H:18]([CH2:17][CH2:16][C@:14]12[CH3:15])[C:19]1[CH:20]=[C:3]([O:2][CH3:1])[C:4]([OH:22])=[CH:5][C:6]=1[CH2:7][CH2:8]3. The yield is 0.210. (3) The reactants are [CH3:1][O:2][C:3]([C:5]1[C:13]([NH:14][C:15]2[CH:20]=[CH:19][C:18]([Br:21])=[CH:17][C:16]=2[Cl:22])=[C:12]([F:23])[C:8]2[N:9]=[CH:10][NH:11][C:7]=2[CH:6]=1)=[O:4].C([O-])([O-])=O.[K+].[K+].[CH:30]([S:32]([CH3:35])(=[O:34])=[O:33])=[CH2:31]. The catalyst is CN(C=O)C.C(OCC)(=O)C.O. The product is [CH3:1][O:2][C:3]([C:5]1[C:13]([NH:14][C:15]2[CH:20]=[CH:19][C:18]([Br:21])=[CH:17][C:16]=2[Cl:22])=[C:12]([F:23])[C:8]2[N:9]=[CH:10][N:11]([CH2:31][CH2:30][S:32]([CH3:35])(=[O:34])=[O:33])[C:7]=2[CH:6]=1)=[O:4]. The yield is 0.590.